From a dataset of Reaction yield outcomes from USPTO patents with 853,638 reactions. Predict the reaction yield, written as a fraction of the theoretical maximum amount of product (1.0 means a 100% yield; for example, 0.34 means a 34% yield). (1) The reactants are [C:1]([C:3]1[CH:8]=[N:7][N:6]2[CH:9]=[C:10]([NH:13]C(=O)OCC3C=CC=CC=3)[C:11]([CH3:12])=[C:5]2[C:4]=1[NH:24][C:25]1[CH:30]=[CH:29][C:28]([O:31][C:32]2[CH:37]=[CH:36][CH:35]=[CH:34][CH:33]=2)=[CH:27][CH:26]=1)#[N:2].Cl. The catalyst is CO.[Pd]. The product is [NH2:13][C:10]1[C:11]([CH3:12])=[C:5]2[C:4]([NH:24][C:25]3[CH:26]=[CH:27][C:28]([O:31][C:32]4[CH:37]=[CH:36][CH:35]=[CH:34][CH:33]=4)=[CH:29][CH:30]=3)=[C:3]([C:1]#[N:2])[CH:8]=[N:7][N:6]2[CH:9]=1. The yield is 1.00. (2) The reactants are C[N:2](C)[CH:3]=[N:4][C:5]([C:7]1[CH:8]=[C:9]2[N:15]([N:16]=1)[C:14]1[CH:17]=[C:18]([Br:21])[CH:19]=[CH:20][C:13]=1[O:12][CH2:11][CH2:10]2)=O.Cl.[CH:24]([NH:27]N)([CH3:26])[CH3:25]. The catalyst is C(O)(=O)C. The product is [Br:21][C:18]1[CH:19]=[CH:20][C:13]2[O:12][CH2:11][CH2:10][C:9]3[N:15]([N:16]=[C:7]([C:5]4[N:27]([CH:24]([CH3:26])[CH3:25])[N:2]=[CH:3][N:4]=4)[CH:8]=3)[C:14]=2[CH:17]=1. The yield is 0.760. (3) The reactants are [NH2:1][C:2]1[C:3]([C:9]([NH:11][NH2:12])=[O:10])=[N:4][C:5]([Br:8])=[CH:6][N:7]=1.[Br:13][CH2:14][C:15]1[CH:23]=[CH:22][C:18]([C:19](O)=O)=[CH:17][CH:16]=1.BrP(Br)(C1C=CC=CC=1)(C1C=CC=CC=1)C1C=CC=CC=1.CCN(C(C)C)C(C)C. The catalyst is CC#N. The product is [Br:8][C:5]1[N:4]=[C:3]([C:9]2[O:10][C:19]([C:18]3[CH:22]=[CH:23][C:15]([CH2:14][Br:13])=[CH:16][CH:17]=3)=[N:12][N:11]=2)[C:2]([NH2:1])=[N:7][CH:6]=1. The yield is 0.680. (4) The reactants are Br[C:2]1[CH:11]=[CH:10][C:9]2[C:4](=[CH:5][CH:6]=[CH:7][CH:8]=2)[N:3]=1.C([Sn](CCCC)(CCCC)[C:17]1[CH:22]=[CH:21][CH:20]=[CH:19][N:18]=1)CCC. The catalyst is CN(C)C=O.Cl[Pd](Cl)([P](C1C=CC=CC=1)(C1C=CC=CC=1)C1C=CC=CC=1)[P](C1C=CC=CC=1)(C1C=CC=CC=1)C1C=CC=CC=1. The product is [N:18]1[CH:19]=[CH:20][CH:21]=[CH:22][C:17]=1[C:2]1[CH:11]=[CH:10][C:9]2[C:4](=[CH:5][CH:6]=[CH:7][CH:8]=2)[N:3]=1. The yield is 0.780. (5) The reactants are Br[C:2]1[CH:7]=[CH:6][C:5]([CH2:8][CH3:9])=[CH:4][CH:3]=1.C([Li])(C)(C)C.CCCCC.[CH2:20]([O:27][C:28]1[N:35]=[C:34]([CH3:36])[CH:33]=[CH:32][C:29]=1[CH:30]=[O:31])[C:21]1[CH:26]=[CH:25][CH:24]=[CH:23][CH:22]=1.[Cl-].[NH4+]. The catalyst is O1CCCC1.C(OCC)(=O)C. The product is [CH2:20]([O:27][C:28]1[C:29]([CH:30]([C:2]2[CH:7]=[CH:6][C:5]([CH2:8][CH3:9])=[CH:4][CH:3]=2)[OH:31])=[CH:32][CH:33]=[C:34]([CH3:36])[N:35]=1)[C:21]1[CH:22]=[CH:23][CH:24]=[CH:25][CH:26]=1. The yield is 0.890. (6) The reactants are [CH2:1]([P:10](=[O:17])([O:14][CH2:15][CH3:16])[O:11][CH2:12][CH3:13])P(=O)(OCC)OCC.[H-].[Na+].[O:20]1[CH:24]=[CH:23][CH:22]=[C:21]1[C:25]1[O:26][C:27]([CH3:56])=[C:28]([CH2:30][O:31][C:32]2[CH:53]=[CH:52][C:35]([CH2:36][N:37]([CH3:51])[C:38]3[C:42]([CH:43]=O)=[CH:41][N:40]([C:45]4[CH:50]=[CH:49][CH:48]=[CH:47][CH:46]=4)[N:39]=3)=[CH:34][C:33]=2[O:54][CH3:55])[N:29]=1.O. The catalyst is CN(C)C=O. The product is [O:20]1[CH:24]=[CH:23][CH:22]=[C:21]1[C:25]1[O:26][C:27]([CH3:56])=[C:28]([CH2:30][O:31][C:32]2[CH:53]=[CH:52][C:35]([CH2:36][N:37]([CH3:51])[C:38]3[C:42](/[CH:43]=[CH:1]/[P:10](=[O:17])([O:11][CH2:12][CH3:13])[O:14][CH2:15][CH3:16])=[CH:41][N:40]([C:45]4[CH:46]=[CH:47][CH:48]=[CH:49][CH:50]=4)[N:39]=3)=[CH:34][C:33]=2[O:54][CH3:55])[N:29]=1. The yield is 0.670. (7) The reactants are [C:1]([OH:5])([CH3:4])([CH3:3])[CH3:2].C(N(CC)CC)C.[C:13](Cl)(=[O:17])[CH:14]([CH3:16])[CH3:15].Cl. The catalyst is CN(C1C=CN=CC=1)C.ClCCl. The product is [CH3:15][CH:14]([CH3:16])[C:13]([O:5][C:1]([CH3:4])([CH3:3])[CH3:2])=[O:17]. The yield is 0.480.